This data is from Reaction yield outcomes from USPTO patents with 853,638 reactions. The task is: Predict the reaction yield, written as a fraction of the theoretical maximum amount of product (1.0 means a 100% yield; for example, 0.34 means a 34% yield). The reactants are [O:1]=[C:2]1[CH2:10][C:9]2[C:4](=[CH:5][C:6]([C:11]([OH:13])=O)=[CH:7][CH:8]=2)[NH:3]1.[CH2:14]1[C@H:23]2[C@H:18]([CH2:19][CH2:20][C:21]3[CH:27]=[CH:26][CH:25]=[CH:24][C:22]=32)[NH:17][CH2:16][CH2:15]1.F[P-](F)(F)(F)(F)F.N1(OC(N(C)C)=[N+](C)C)C2N=CC=CC=2N=N1. No catalyst specified. The product is [CH2:14]1[C@H:23]2[C@H:18]([CH2:19][CH2:20][C:21]3[CH:27]=[CH:26][CH:25]=[CH:24][C:22]=32)[N:17]([C:11]([C:6]2[CH:5]=[C:4]3[C:9]([CH2:10][C:2](=[O:1])[NH:3]3)=[CH:8][CH:7]=2)=[O:13])[CH2:16][CH2:15]1. The yield is 0.120.